This data is from Forward reaction prediction with 1.9M reactions from USPTO patents (1976-2016). The task is: Predict the product of the given reaction. Given the reactants CO[C:3](=[O:37])[N:4]=[C:5](SC)[C:6]([C:20]1[CH:25]=[CH:24][C:23]([O:26][CH2:27][C:28](=[O:31])[NH:29][CH3:30])=[C:22]([O:32][CH2:33][CH3:34])[CH:21]=1)=[N:7][C:8]1[CH:13]=[CH:12][C:11]([C:14]2[N:18]=C(C)O[N:15]=2)=[CH:10][CH:9]=1.[CH3:38][C:39]1[C:40]([NH:45][NH2:46])=[N:41][CH:42]=[CH:43][CH:44]=1.C[O:48]C(=O)N=C(SC)C(C1C=C(OC)C2OCOCC=2C=1)=NC1C=CC(C2N=C(C)ON=2)=CC=1.N(C1N=CC=CN=1)N, predict the reaction product. The product is: [C:33]([OH:48])(=[O:32])[CH3:34].[C:14]([C:11]1[CH:12]=[CH:13][C:8]([NH:7][CH:6]([C:5]2[NH:4][C:3](=[O:37])[N:45]([C:40]3[C:39]([CH3:38])=[CH:44][CH:43]=[CH:42][N:41]=3)[N:46]=2)[C:20]2[CH:25]=[CH:24][C:23]([O:26][CH2:27][C:28]([NH:29][CH3:30])=[O:31])=[C:22]([O:32][CH2:33][CH3:34])[CH:21]=2)=[CH:9][CH:10]=1)(=[NH:18])[NH2:15].